This data is from Reaction yield outcomes from USPTO patents with 853,638 reactions. The task is: Predict the reaction yield, written as a fraction of the theoretical maximum amount of product (1.0 means a 100% yield; for example, 0.34 means a 34% yield). (1) The catalyst is CCO. The product is [NH:20]1[C:6]2[CH2:7][N:8]([C:11]([O:13][C:14]([CH3:17])([CH3:16])[CH3:15])=[O:12])[CH2:9][CH2:10][C:5]=2[CH:4]=[N:2]1. The reactants are C[N:2]([CH:4]=[C:5]1[CH2:10][CH2:9][N:8]([C:11]([O:13][C:14]([CH3:17])([CH3:16])[CH3:15])=[O:12])[CH2:7][C:6]1=O)C.O.[NH2:20]N. The yield is 0.900. (2) The reactants are C([O:3][C:4]([C:6]1[S:10][C:9]([C:11]2[S:19][C:18]3[C:13](=[N:14][CH:15]=[CH:16][C:17]=3[NH:20][C:21]3[CH:22]=[C:23]4[C:27](=[CH:28][CH:29]=3)[NH:26][C:25]([CH3:30])=[CH:24]4)[CH:12]=2)=[N:8][C:7]=1[CH3:31])=O)C.[H-].[Al+3].[Li+].[H-].[H-].[H-]. The catalyst is C1COCC1. The product is [CH3:31][C:7]1[N:8]=[C:9]([C:11]2[S:19][C:18]3[C:13](=[N:14][CH:15]=[CH:16][C:17]=3[NH:20][C:21]3[CH:22]=[C:23]4[C:27](=[CH:28][CH:29]=3)[NH:26][C:25]([CH3:30])=[CH:24]4)[CH:12]=2)[S:10][C:6]=1[CH2:4][OH:3]. The yield is 0.110. (3) The reactants are Cl[CH2:2][CH2:3][O:4][C:5]1[CH:10]=[CH:9][C:8](/[C:11](/[C:21]2[CH:26]=[CH:25][C:24]([OH:27])=[CH:23][CH:22]=2)=[C:12](/[C:15]2[CH:19]=[C:18]([Cl:20])[S:17][CH:16]=2)\[CH2:13][CH3:14])=[CH:7][CH:6]=1.[CH3:28][NH2:29]. The catalyst is CO. The product is [Cl:20][C:18]1[S:17][CH:16]=[C:15](/[C:12](/[CH2:13][CH3:14])=[C:11](\[C:21]2[CH:26]=[CH:25][C:24]([OH:27])=[CH:23][CH:22]=2)/[C:8]2[CH:9]=[CH:10][C:5]([O:4][CH2:3][CH2:2][NH:29][CH3:28])=[CH:6][CH:7]=2)[CH:19]=1. The yield is 0.350. (4) The catalyst is CN(C=O)C. The reactants are [CH3:1][O:2][C:3](=[O:11])[CH2:4][C:5]1[CH:10]=[CH:9][CH:8]=[CH:7][CH:6]=1.CS([C:16]1[N:21]=[C:20]([O:22][CH3:23])[CH:19]=[C:18]([O:24][CH3:25])[N:17]=1)(=O)=O.C([O-])([O-])=[O:27].[K+].[K+].O. The product is [CH3:1][O:2][C:3](=[O:11])[CH:4]([O:27][C:16]1[N:21]=[C:20]([O:22][CH3:23])[CH:19]=[C:18]([O:24][CH3:25])[N:17]=1)[C:5]1[CH:6]=[CH:7][CH:8]=[CH:9][CH:10]=1. The yield is 0.800. (5) The reactants are [O:1]([C:8]1[CH:13]=[CH:12][C:11]([NH:14][C:15]2[N:20]=[CH:19][N:18]=[C:17]([NH:21][CH:22]3[CH2:27][CH2:26][CH2:25][N:24](C(OC(C)(C)C)=O)[CH2:23]3)[CH:16]=2)=[CH:10][CH:9]=1)[C:2]1[CH:7]=[CH:6][CH:5]=[CH:4][CH:3]=1.C(O)(C(F)(F)F)=O. The catalyst is C(Cl)Cl. The product is [O:1]([C:8]1[CH:9]=[CH:10][C:11]([NH:14][C:15]2[CH:16]=[C:17]([NH:21][CH:22]3[CH2:27][CH2:26][CH2:25][NH:24][CH2:23]3)[N:18]=[CH:19][N:20]=2)=[CH:12][CH:13]=1)[C:2]1[CH:7]=[CH:6][CH:5]=[CH:4][CH:3]=1. The yield is 0.810. (6) The reactants are [H-].[Na+].[OH:3][C:4]1[CH:11]=[CH:10][C:7]([CH:8]=[O:9])=[CH:6][CH:5]=1.[CH2:12](Cl)[O:13][CH3:14]. The catalyst is CN(C=O)C. The product is [CH3:12][O:13][CH2:14][O:3][C:4]1[CH:11]=[CH:10][C:7]([CH:8]=[O:9])=[CH:6][CH:5]=1. The yield is 0.930.